From a dataset of Reaction yield outcomes from USPTO patents with 853,638 reactions. Predict the reaction yield, written as a fraction of the theoretical maximum amount of product (1.0 means a 100% yield; for example, 0.34 means a 34% yield). (1) The reactants are C(OC(=O)[C:5]1[CH:10]=[CH:9][CH:8]=[C:7]([N:11]2[C:15]([CH3:16])=[CH:14][CH:13]=[C:12]2[C:17]2[CH:22]=[C:21]([C:23]([F:26])([F:25])[F:24])[CH:20]=[CH:19][C:18]=2[OH:27])[CH:6]=1)C.[F:29][C:30]1[CH:37]=[C:36]([F:38])[CH:35]=[CH:34][C:31]=1[CH2:32]Br.C(=O)([O-])[O-].[K+].[K+].[CH3:45][CH2:46][O:47][C:48](C)=[O:49]. The catalyst is CN(C=O)C. The product is [CH2:46]([O:47][C:48](=[O:49])[C:6]1[CH:5]=[CH:10][CH:9]=[CH:8][C:7]=1[N:11]1[C:15]([CH3:16])=[CH:14][CH:13]=[C:12]1[C:17]1[CH:22]=[C:21]([C:23]([F:26])([F:25])[F:24])[CH:20]=[CH:19][C:18]=1[O:27][CH2:32][C:31]1[CH:34]=[CH:35][C:36]([F:38])=[CH:37][C:30]=1[F:29])[CH3:45]. The yield is 0.790. (2) The reactants are [O:1]=[C:2]1[CH2:6][N:5]([C:7]([O:9][C:10]([CH3:13])([CH3:12])[CH3:11])=[O:8])[C@H:4]([C:14]([O:16][CH3:17])=[O:15])[CH2:3]1.[Li+].C[Si]([N-][Si](C)(C)C)(C)C.ClC1C=CC(N([S:36]([C:39]([F:42])([F:41])[F:40])(=[O:38])=[O:37])[S:36]([C:39]([F:42])([F:41])[F:40])(=[O:38])=[O:37])=NC=1. The catalyst is C1COCC1. The product is [F:40][C:39]([F:42])([F:41])[S:36]([O:1][C:2]1[CH2:6][N:5]([C:7]([O:9][C:10]([CH3:11])([CH3:12])[CH3:13])=[O:8])[C@H:4]([C:14]([O:16][CH3:17])=[O:15])[CH:3]=1)(=[O:38])=[O:37]. The yield is 0.980. (3) The reactants are [CH2:1]([NH:8][C:9](=[O:18])[C:10]1[CH:15]=[CH:14][C:13]([NH:16][NH2:17])=[N:12][CH:11]=1)[C:2]1[CH:7]=[CH:6][CH:5]=[CH:4][CH:3]=1.[C:19]([C:21]1[CH:26]=[CH:25][C:24]([C:27](=[CH:32]N(C)C)[C:28](OC)=[O:29])=[CH:23][C:22]=1[F:36])#[N:20].C(O)(=O)C.CCN(C(C)C)C(C)C. The catalyst is CC(O)C.CS(C)=O. The product is [CH2:1]([NH:8][C:9](=[O:18])[C:10]1[CH:15]=[CH:14][C:13]([N:16]2[C:28]([OH:29])=[C:27]([C:24]3[CH:25]=[CH:26][C:21]([C:19]#[N:20])=[C:22]([F:36])[CH:23]=3)[CH:32]=[N:17]2)=[N:12][CH:11]=1)[C:2]1[CH:3]=[CH:4][CH:5]=[CH:6][CH:7]=1. The yield is 0.430. (4) The reactants are [F:1][C:2]1[CH:7]=[CH:6][C:5]([S:8]([C:11]2[CH:16]=[CH:15][C:14](/[CH:17]=[CH:18]/[C:19]3[CH:24]=[CH:23][C:22]([F:25])=[CH:21][CH:20]=3)=[CH:13][N:12]=2)(=[O:10])=[O:9])=[CH:4][CH:3]=1.C(O)(=O)C.[H][H]. The catalyst is C(OCC)(=O)C.[Pd]. The product is [F:25][C:22]1[CH:21]=[CH:20][C:19]([CH2:18][CH2:17][C:14]2[CH:15]=[CH:16][C:11]([S:8]([C:5]3[CH:4]=[CH:3][C:2]([F:1])=[CH:7][CH:6]=3)(=[O:10])=[O:9])=[N:12][CH:13]=2)=[CH:24][CH:23]=1. The yield is 0.170. (5) The reactants are C(OC([N:8]1[CH2:13][CH2:12][N:11]([CH3:14])[CH2:10][C@H:9]1[CH2:15][O:16][C:17]([N:19]1[CH2:24][CH2:23][N:22]([C:25]2[CH:30]=[CH:29][CH:28]=[CH:27][CH:26]=2)[CH2:21][CH2:20]1)=[O:18])=O)(C)(C)C.[ClH:31].CCOCC. The catalyst is CO. The product is [ClH:31].[ClH:31].[ClH:31].[C:25]1([N:22]2[CH2:23][CH2:24][N:19]([C:17]([O:16][CH2:15][C@@H:9]3[CH2:10][N:11]([CH3:14])[CH2:12][CH2:13][NH:8]3)=[O:18])[CH2:20][CH2:21]2)[CH:26]=[CH:27][CH:28]=[CH:29][CH:30]=1. The yield is 0.960. (6) The reactants are [N+:1]([C:4]1[CH:12]=[C:11]2[C:7]([CH:8]=[C:9]([C:20]([O:22][CH2:23][CH3:24])=[O:21])[N:10]2[C:13]([O:15][C:16]([CH3:19])([CH3:18])[CH3:17])=[O:14])=[CH:6][CH:5]=1)([O-])=O. The catalyst is C(O)C.[Pt](=O)=O. The product is [NH2:1][C:4]1[CH:12]=[C:11]2[C:7]([CH:8]=[C:9]([C:20]([O:22][CH2:23][CH3:24])=[O:21])[N:10]2[C:13]([O:15][C:16]([CH3:19])([CH3:18])[CH3:17])=[O:14])=[CH:6][CH:5]=1. The yield is 0.750. (7) The reactants are [NH2:1][C:2]1[S:3][C:4](Br)=[C:5]([C:7]([CH3:10])([CH3:9])[CH3:8])[N:6]=1.[NH:12]1[CH2:17][CH2:16][CH2:15][CH2:14][CH2:13]1.C(=O)([O-])[O-].[K+].[K+].C(#N)C. The catalyst is O. The product is [NH2:1][C:2]1[S:3][C:4]([N:12]2[CH2:17][CH2:16][CH2:15][CH2:14][CH2:13]2)=[C:5]([C:7]([CH3:10])([CH3:9])[CH3:8])[N:6]=1. The yield is 0.793. (8) The catalyst is C(O)C.CCOCC. The product is [CH2:21]([O:20][C:18](=[O:19])[CH2:17][NH:6][C:5]1[CH:7]=[CH:8][C:2]([Br:1])=[C:3]([Cl:9])[CH:4]=1)[CH3:22]. The yield is 0.620. The reactants are [Br:1][C:2]1[CH:8]=[CH:7][C:5]([NH2:6])=[CH:4][C:3]=1[Cl:9].C(=O)([O-])[O-].[Na+].[Na+].Br[CH2:17][C:18]([O:20][CH2:21][CH3:22])=[O:19]. (9) The reactants are [CH3:1][O:2][C:3]1[CH:4]=[C:5]2[C:10](=[CH:11][CH:12]=1)[CH:9]=[C:8]([C@H:13]([CH3:17])[C:14]([OH:16])=[O:15])[CH:7]=[CH:6]2.C([O-])(O)=O.[Na+].Br[CH2:24][C:25]([O:27][C:28]([CH3:31])([CH3:30])[CH3:29])=[O:26]. The product is [CH3:1][O:2][C:3]1[CH:4]=[C:5]2[C:10](=[CH:11][CH:12]=1)[CH:9]=[C:8]([C@H:13]([CH3:17])[C:14]([O:16][CH2:24][C:25]([O:27][C:28]([CH3:31])([CH3:30])[CH3:29])=[O:26])=[O:15])[CH:7]=[CH:6]2. The yield is 1.00. The catalyst is CN(C=O)C.